This data is from Peptide-MHC class I binding affinity with 185,985 pairs from IEDB/IMGT. The task is: Regression. Given a peptide amino acid sequence and an MHC pseudo amino acid sequence, predict their binding affinity value. This is MHC class I binding data. (1) The peptide sequence is TAYGVLFSGV. The MHC is HLA-A02:03 with pseudo-sequence HLA-A02:03. The binding affinity (normalized) is 0.743. (2) The peptide sequence is MLHHYGIHY. The MHC is HLA-B51:01 with pseudo-sequence YYATYRNIFTNTYENIAYWTYNYYTWAELAYLWH. The binding affinity (normalized) is 0.0847. (3) The peptide sequence is KTHESHLVR. The MHC is HLA-A03:01 with pseudo-sequence HLA-A03:01. The binding affinity (normalized) is 0.397. (4) The MHC is HLA-B35:01 with pseudo-sequence HLA-B35:01. The peptide sequence is SPEVIPMF. The binding affinity (normalized) is 0.216. (5) The binding affinity (normalized) is 0.0847. The MHC is HLA-A69:01 with pseudo-sequence HLA-A69:01. The peptide sequence is RVVRPWGSY. (6) The peptide sequence is SWALCEALTL. The MHC is HLA-A23:01 with pseudo-sequence HLA-A23:01. The binding affinity (normalized) is 0.440. (7) The binding affinity (normalized) is 0. The peptide sequence is QVPLRPMTYK. The MHC is HLA-A24:02 with pseudo-sequence HLA-A24:02. (8) The MHC is HLA-A02:02 with pseudo-sequence HLA-A02:02. The binding affinity (normalized) is 0.0564. The peptide sequence is VFAVLSIVNR.